This data is from Forward reaction prediction with 1.9M reactions from USPTO patents (1976-2016). The task is: Predict the product of the given reaction. (1) Given the reactants [Cl:1][C:2]1[C:7]2[CH:8]=[N:9][NH:10][C:6]=2[CH:5]=[CH:4][N:3]=1.[F:11][C:12]1[CH:19]=[CH:18][C:15]([CH2:16]Br)=[CH:14][CH:13]=1.[H-].[Na+].O, predict the reaction product. The product is: [Cl:1][C:2]1[C:7]2[CH:8]=[N:9][N:10]([CH2:16][C:15]3[CH:18]=[CH:19][C:12]([F:11])=[CH:13][CH:14]=3)[C:6]=2[CH:5]=[CH:4][N:3]=1. (2) Given the reactants [NH2:1][C:2]1[CH:6]=[CH:5][S:4][C:3]=1[C:7]([O:9][CH3:10])=[O:8].[CH3:11][O:12][C:13]1[CH:18]=[CH:17][CH:16]=[CH:15][C:14]=1[S:19](Cl)(=[O:21])=[O:20], predict the reaction product. The product is: [CH3:11][O:12][C:13]1[CH:18]=[CH:17][CH:16]=[CH:15][C:14]=1[S:19]([NH:1][C:2]1[CH:6]=[CH:5][S:4][C:3]=1[C:7]([O:9][CH3:10])=[O:8])(=[O:21])=[O:20]. (3) Given the reactants N(C(OCC)=O)=NC(OCC)=O.[CH2:13]1[CH:21]2[CH:16]([CH:17]3[CH2:22][CH:20]2[CH2:19][CH:18]3O)[CH2:15][CH2:14]1.[C:24]1(=[O:34])[NH:28][C:27](=[O:29])[C:26]2=[CH:30][CH:31]=[CH:32][CH:33]=[C:25]12.C1(P(C2C=CC=CC=2)C2C=CC=CC=2)C=CC=CC=1, predict the reaction product. The product is: [CH2:13]1[CH:21]2[CH:16]([CH:17]3[CH2:22][CH:20]2[CH2:19][CH:18]3[N:28]2[C:24](=[O:34])[C:25]3[C:26](=[CH:30][CH:31]=[CH:32][CH:33]=3)[C:27]2=[O:29])[CH2:15][CH2:14]1. (4) Given the reactants [NH2:1][C:2]1[N:7]=[C:6]([CH3:8])[C:5]([CH2:9][C:10]2[CH:15]=[CH:14][C:13]([CH2:16][C:17]([O:19][CH2:20][CH2:21][CH2:22][CH2:23][N:24]([CH3:26])[CH3:25])=[O:18])=[CH:12][CH:11]=2)=[C:4]([NH:27][CH2:28][CH2:29][CH2:30][CH2:31][CH3:32])[N:3]=1.[S:33]1([C:44]2[C:39](=[CH:40][CH:41]=[CH:42][CH:43]=2)[C:37](=[O:38])[NH:36]1)(=[O:35])=[O:34], predict the reaction product. The product is: [S:33]1([C:44]2[C:39](=[CH:40][CH:41]=[CH:42][CH:43]=2)[C:37](=[O:38])[NH:36]1)(=[O:34])=[O:35].[S:33]1([C:44]2[C:39](=[CH:40][CH:41]=[CH:42][CH:43]=2)[C:37](=[O:38])[NH:36]1)(=[O:34])=[O:35].[NH2:1][C:2]1[N:7]=[C:6]([CH3:8])[C:5]([CH2:9][C:10]2[CH:11]=[CH:12][C:13]([CH2:16][C:17]([O:19][CH2:20][CH2:21][CH2:22][CH2:23][N:24]([CH3:25])[CH3:26])=[O:18])=[CH:14][CH:15]=2)=[C:4]([NH:27][CH2:28][CH2:29][CH2:30][CH2:31][CH3:32])[N:3]=1. (5) Given the reactants [F:1][CH:2]([F:16])[CH:3]1[C:12]2[C:7](=[CH:8][CH:9]=[CH:10][CH:11]=2)[N:6]([CH2:13][CH2:14][NH2:15])[CH2:5][CH2:4]1.C=O.[C:19](O)(C(F)(F)F)=O.[OH-].[Na+], predict the reaction product. The product is: [F:16][CH:2]([F:1])[CH:3]1[C:12]2[C:7]3=[C:8]([CH2:19][NH:15][CH2:14][CH2:13][N:6]3[CH2:5][CH2:4]1)[CH:9]=[CH:10][CH:11]=2.